Dataset: Forward reaction prediction with 1.9M reactions from USPTO patents (1976-2016). Task: Predict the product of the given reaction. Given the reactants [Br:1][C:2]1[C:10]2[C:9]([Cl:11])=[N:8][CH:7]=[N:6][C:5]=2[S:4][C:3]=1I.[CH3:13][O:14][CH2:15][O:16][C:17]1[CH:22]=[CH:21][C:20](B2OC(C)(C)C(C)(C)O2)=[CH:19][CH:18]=1.CC(C1C=C(C(C)C)C(C2C(P(C(C)(C)C)C(C)(C)C)=CC=CC=2)=C(C(C)C)C=1)C.C([O-])([O-])=O.[Cs+].[Cs+].Cl, predict the reaction product. The product is: [Br:1][C:2]1[C:10]2[C:9]([Cl:11])=[N:8][CH:7]=[N:6][C:5]=2[S:4][C:3]=1[C:20]1[CH:21]=[CH:22][C:17]([O:16][CH2:15][O:14][CH3:13])=[CH:18][CH:19]=1.